Dataset: Catalyst prediction with 721,799 reactions and 888 catalyst types from USPTO. Task: Predict which catalyst facilitates the given reaction. (1) Reactant: Cl[CH2:2][CH2:3][NH:4][C:5]([NH:7][CH2:8][C:9]([F:12])([F:11])[F:10])=[O:6].[H-].[Na+]. Product: [F:10][C:9]([F:12])([F:11])[CH2:8][N:7]1[CH2:2][CH2:3][NH:4][C:5]1=[O:6]. The catalyst class is: 1. (2) Reactant: Br.[NH2:2][C:3]1[C:12]2[C:7](=[CH:8][CH:9]=[CH:10][CH:11]=2)[C:6]([Br:13])=[CH:5][C:4]=1[C:14]([O:16][CH3:17])=[O:15].[OH-].[Na+].[OH-].[Li+]. Product: [BrH:13].[NH2:2][C:3]1[C:12]2[C:7](=[CH:8][CH:9]=[CH:10][CH:11]=2)[C:6]([Br:13])=[CH:5][C:4]=1[C:14]([O:16][CH3:17])=[O:15].[NH2:2][C:3]1[C:12]2[C:7](=[CH:8][CH:9]=[CH:10][CH:11]=2)[C:6]([Br:13])=[CH:5][C:4]=1[C:14]([OH:16])=[O:15]. The catalyst class is: 1. (3) Reactant: [OH-].[Na+].C[O:4][C:5](=[O:29])[CH2:6][C:7]1[CH:11]=[C:10]([C:12]2[CH:17]=[CH:16][C:15]([CH3:18])=[CH:14][CH:13]=2)[N:9]([C:19]2[CH:24]=[CH:23][C:22]([S:25]([NH2:28])(=[O:27])=[O:26])=[CH:21][CH:20]=2)[N:8]=1. Product: [NH2:28][S:25]([C:22]1[CH:21]=[CH:20][C:19]([N:9]2[C:10]([C:12]3[CH:17]=[CH:16][C:15]([CH3:18])=[CH:14][CH:13]=3)=[CH:11][C:7]([CH2:6][C:5]([OH:29])=[O:4])=[N:8]2)=[CH:24][CH:23]=1)(=[O:26])=[O:27]. The catalyst class is: 5. (4) Reactant: Cl[C:2]1[CH:7]=[C:6]([C:8]2[C:9]([CH:29]3[CH2:31][CH2:30]3)=[N:10][C:11]([N:16]3[CH2:21][CH2:20][N:19]([C:22](=[O:27])[CH2:23][CH2:24][O:25][CH3:26])[C@H:18]([CH3:28])[CH2:17]3)=[C:12]([C:14]#[N:15])[CH:13]=2)[CH:5]=[CH:4][N:3]=1.[CH3:32][C:33]([O-])=O.[K+]. Product: [CH:29]1([C:9]2[C:8]([C:6]3[CH:5]=[CH:4][N:3]=[C:2]([CH:32]=[CH2:33])[CH:7]=3)=[CH:13][C:12]([C:14]#[N:15])=[C:11]([N:16]3[CH2:21][CH2:20][N:19]([C:22](=[O:27])[CH2:23][CH2:24][O:25][CH3:26])[C@H:18]([CH3:28])[CH2:17]3)[N:10]=2)[CH2:31][CH2:30]1. The catalyst class is: 128.